Predict which catalyst facilitates the given reaction. From a dataset of Catalyst prediction with 721,799 reactions and 888 catalyst types from USPTO. (1) Reactant: [F:1][C:2]1[CH:7]=[C:6]([F:8])[CH:5]=[CH:4][C:3]=1[CH2:9][CH2:10][C:11]([OH:13])=O.CN(C=O)C.C(Cl)(=O)C(Cl)=O.[NH2:25][C:26]1[S:27][CH:28]=[C:29]([C:31]2[CH:36]=[CH:35][C:34]([Cl:37])=[CH:33][CH:32]=2)[N:30]=1. Product: [Cl:37][C:34]1[CH:33]=[CH:32][C:31]([C:29]2[N:30]=[C:26]([NH:25][C:11](=[O:13])[CH2:10][CH2:9][C:3]3[CH:4]=[CH:5][C:6]([F:8])=[CH:7][C:2]=3[F:1])[S:27][CH:28]=2)=[CH:36][CH:35]=1. The catalyst class is: 272. (2) Reactant: [CH:1]1([C:7]2[O:11][C:10]([CH3:12])=[C:9]([C:13]([OH:15])=O)[CH:8]=2)[CH2:6][CH2:5][CH2:4][CH2:3][CH2:2]1.[N:16]1([C:22]2[N:27]=[CH:26][C:25]([NH2:28])=[CH:24][CH:23]=2)[CH2:21][CH2:20][O:19][CH2:18][CH2:17]1.C(N(CC)CC)C.F[P-](F)(F)(F)(F)F.N1(O[P+](N(C)C)(N(C)C)N(C)C)C2C=CC=CC=2N=N1. Product: [N:16]1([C:22]2[N:27]=[CH:26][C:25]([NH:28][C:13]([C:9]3[CH:8]=[C:7]([CH:1]4[CH2:2][CH2:3][CH2:4][CH2:5][CH2:6]4)[O:11][C:10]=3[CH3:12])=[O:15])=[CH:24][CH:23]=2)[CH2:21][CH2:20][O:19][CH2:18][CH2:17]1. The catalyst class is: 39.